Dataset: Reaction yield outcomes from USPTO patents with 853,638 reactions. Task: Predict the reaction yield, written as a fraction of the theoretical maximum amount of product (1.0 means a 100% yield; for example, 0.34 means a 34% yield). (1) The reactants are [CH2:1]([O:8][C:9]1[CH:17]=[C:16]([O:18][CH2:19][C:20]2[CH:25]=[CH:24][CH:23]=[CH:22][CH:21]=2)[C:15]([C:26]([CH3:28])=[CH2:27])=[CH:14][C:10]=1[C:11]([OH:13])=O)[C:2]1[CH:7]=[CH:6][CH:5]=[CH:4][CH:3]=1.[C:29](Cl)(=[O:33])[C:30](Cl)=[O:31].C([N:37]([CH2:40][CH3:41])[CH2:38][CH3:39])C. The catalyst is CN(C=O)C.C(Cl)Cl.C(OCC)(=O)C. The product is [CH2:1]([O:8][C:9]1[CH:17]=[C:16]([O:18][CH2:19][C:20]2[CH:21]=[CH:22][CH:23]=[CH:24][CH:25]=2)[C:15]([C:26]([CH3:28])=[CH2:27])=[CH:14][C:10]=1[C:11]([N:37]1[CH2:38][C:39]2[C:41](=[CH:3][CH:4]=[CH:5][C:6]=2[O:31][CH2:30][CH2:29][O:33][CH2:2][CH2:1][O:8][CH3:9])[CH2:40]1)=[O:13])[C:2]1[CH:3]=[CH:4][CH:5]=[CH:6][CH:7]=1. The yield is 1.00. (2) The reactants are [C:1]([CH:3]([CH2:9][C:10]([C:12]1[C:17]([F:18])=[CH:16][CH:15]=[CH:14][C:13]=1[F:19])=O)[C:4]([O:6][CH2:7][CH3:8])=[O:5])#[N:2].C(OCC)(=O)C.[ClH:26]. The catalyst is C(OCC)(=O)C. The product is [Cl:26][C:1]1[NH:2][C:10]([C:12]2[C:17]([F:18])=[CH:16][CH:15]=[CH:14][C:13]=2[F:19])=[CH:9][C:3]=1[C:4]([O:6][CH2:7][CH3:8])=[O:5]. The yield is 0.680. (3) The reactants are [CH:1]1([N:5]2[CH2:10][CH2:9][N:8]([C:11]([C:13]3[CH:14]=[C:15]4[C:19](=[CH:20][CH:21]=3)[NH:18][C:17]([C:22]([N:24]3[CH2:29][CH2:28][C:27]([F:31])([F:30])[CH2:26][CH2:25]3)=[O:23])=[CH:16]4)=[O:12])[CH2:7][CH2:6]2)[CH2:4][CH2:3][CH2:2]1.[H-].[Na+].CS(O[CH2:39][C:40]([F:43])([F:42])[F:41])(=O)=O. The catalyst is CN(C)C=O. The product is [CH:1]1([N:5]2[CH2:6][CH2:7][N:8]([C:11]([C:13]3[CH:14]=[C:15]4[C:19](=[CH:20][CH:21]=3)[N:18]([CH2:39][C:40]([F:43])([F:42])[F:41])[C:17]([C:22]([N:24]3[CH2:25][CH2:26][C:27]([F:30])([F:31])[CH2:28][CH2:29]3)=[O:23])=[CH:16]4)=[O:12])[CH2:9][CH2:10]2)[CH2:2][CH2:3][CH2:4]1. The yield is 0.500. (4) The reactants are [NH2:1][CH2:2][C:3]1[C:4]([CH2:21][C:22]([CH3:25])([CH3:24])[CH3:23])=[N:5][C:6]([CH3:20])=[C:7]([C:12]=1[C:13]1[CH:18]=[CH:17][C:16]([CH3:19])=[CH:15][CH:14]=1)[C:8]([O:10]C)=[O:9].[C:34](O[C:34]([O:36][C:37]([CH3:40])([CH3:39])[CH3:38])=[O:35])([O:36][C:37]([CH3:40])([CH3:39])[CH3:38])=[O:35].[OH-].[Na+].Cl. The catalyst is O1CCCC1.CO. The product is [C:37]([O:36][C:34]([NH:1][CH2:2][C:3]1[C:4]([CH2:21][C:22]([CH3:25])([CH3:24])[CH3:23])=[N:5][C:6]([CH3:20])=[C:7]([C:12]=1[C:13]1[CH:18]=[CH:17][C:16]([CH3:19])=[CH:15][CH:14]=1)[C:8]([OH:10])=[O:9])=[O:35])([CH3:38])([CH3:39])[CH3:40]. The yield is 0.420. (5) The reactants are [OH-].[K+].C([O:6][C:7]1[CH:8]=[C:9](/[CH:17]=[CH:18]/[C:19]2[CH:24]=[CH:23][C:22]([O:25]C(=O)C)=[CH:21][CH:20]=2)[CH:10]=[C:11]([O:13]C(=O)C)[CH:12]=1)(=O)C. The catalyst is CO. The product is [C:9]1(/[CH:17]=[CH:18]/[C:19]2[CH:24]=[CH:23][C:22]([OH:25])=[CH:21][CH:20]=2)[CH:10]=[C:11]([OH:13])[CH:12]=[C:7]([OH:6])[CH:8]=1. The yield is 0.790. (6) The yield is 0.830. The catalyst is CN(C=O)C. The product is [CH3:1][O:2][C:3](=[O:18])[C:4]1[C:5](=[C:10]([CH3:17])[C:11]([CH2:15][CH3:16])=[CH:12][C:13]=1[O:14][CH2:27][CH:26]=[CH2:25])[C:6]([O:8][CH3:9])=[O:7]. The reactants are [CH3:1][O:2][C:3](=[O:18])[C:4]1[C:5](=[C:10]([CH3:17])[C:11]([CH2:15][CH3:16])=[CH:12][C:13]=1[OH:14])[C:6]([O:8][CH3:9])=[O:7].C(=O)([O-])[O-].[K+].[K+].[CH2:25](Br)[CH:26]=[CH2:27]. (7) The reactants are [NH2:1][C:2]1[CH:10]=[CH:9][CH:8]=[C:7]([Cl:11])[C:3]=1[C:4]([OH:6])=[O:5].FC1C=CC=CC=1C(Cl)=O.[Cl:22][C:23]1[CH:31]=[CH:30][CH:29]=[CH:28][C:24]=1[C:25](Cl)=O. The catalyst is C(Cl)(Cl)Cl.CCCCCC. The product is [Cl:11][C:7]1[C:3]2[C:4](=[O:6])[O:5][C:25]([C:24]3[CH:28]=[CH:29][CH:30]=[CH:31][C:23]=3[Cl:22])=[N:1][C:2]=2[CH:10]=[CH:9][CH:8]=1. The yield is 0.510. (8) The reactants are Br[C:2]1[CH:11]=[CH:10][CH:9]=[C:8]2[C:3]=1[CH:4]=[CH:5][N:6]=[CH:7]2.[CH3:12][O:13][CH:14]1[CH2:19][CH2:18][NH:17][CH2:16][CH2:15]1.C(O[Na])(C)(C)C. The catalyst is C1C=CC(/C=C/C(/C=C/C2C=CC=CC=2)=O)=CC=1.C1C=CC(/C=C/C(/C=C/C2C=CC=CC=2)=O)=CC=1.C1C=CC(/C=C/C(/C=C/C2C=CC=CC=2)=O)=CC=1.[Pd].[Pd].C1C=CC(P(C2C(C3C(P(C4C=CC=CC=4)C4C=CC=CC=4)=CC=C4C=3C=CC=C4)=C3C(C=CC=C3)=CC=2)C2C=CC=CC=2)=CC=1. The product is [CH3:12][O:13][CH:14]1[CH2:19][CH2:18][N:17]([C:2]2[CH:11]=[CH:10][CH:9]=[C:8]3[C:3]=2[CH:4]=[CH:5][N:6]=[CH:7]3)[CH2:16][CH2:15]1. The yield is 0.524. (9) The reactants are [C:1]([C:3]1[CH:4]=[C:5]([CH:9]=[CH:10][CH:11]=1)[C:6](O)=[O:7])#[CH:2].C[CH2:13][N:14](C(C)C)C(C)C.C1C=CC2N(O)N=NC=2C=1.CCN=C=NCCCN(C)C.CN.C1COCC1.C(OC(C)C)(C)C. The catalyst is CN(C=O)C. The product is [C:1]([C:3]1[CH:4]=[C:5]([CH:9]=[CH:10][CH:11]=1)[C:6]([NH:14][CH3:13])=[O:7])#[CH:2]. The yield is 0.520.